From a dataset of Full USPTO retrosynthesis dataset with 1.9M reactions from patents (1976-2016). Predict the reactants needed to synthesize the given product. (1) Given the product [Br:1][C:2]1[N:7]=[C:6]([CH2:8][OH:9])[CH:5]=[CH:4][CH:3]=1, predict the reactants needed to synthesize it. The reactants are: [Br:1][C:2]1[N:7]=[C:6]([CH:8]=[O:9])[CH:5]=[CH:4][CH:3]=1.[BH4-].[Na+]. (2) Given the product [N:26]1[CH:31]=[CH:30][C:29]([C:22]2[N:23]=[C:17]3[CH:16]=[C:15]([NH:14][C:12]([C:11]4[N:10]([CH3:25])[N:9]=[CH:8][C:7]=4[C:5]([N:1]4[CH2:4][CH2:3][CH2:2]4)=[O:6])=[O:13])[CH:20]=[CH:19][N:18]3[N:21]=2)=[CH:28][CH:27]=1, predict the reactants needed to synthesize it. The reactants are: [N:1]1([C:5]([C:7]2[CH:8]=[N:9][N:10]([CH3:25])[C:11]=2[C:12]([NH:14][C:15]2[CH:20]=[CH:19][N:18]3[N:21]=[C:22](Br)[N:23]=[C:17]3[CH:16]=2)=[O:13])=[O:6])[CH2:4][CH2:3][CH2:2]1.[N:26]1[CH:31]=[CH:30][C:29](B(O)O)=[CH:28][CH:27]=1. (3) Given the product [C:11]([C:10]1[C:9]2[CH2:8][CH2:7][CH2:6][CH2:5][C:4]=2[N:3]([CH:13]2[CH2:15][CH2:14]2)[C:2]=1[NH:1][C:16](=[O:18])[CH3:17])#[N:12], predict the reactants needed to synthesize it. The reactants are: [NH2:1][C:2]1[N:3]([CH:13]2[CH2:15][CH2:14]2)[C:4]2[CH2:5][CH2:6][CH2:7][CH2:8][C:9]=2[C:10]=1[C:11]#[N:12].[C:16](OC(=O)C)(=[O:18])[CH3:17]. (4) Given the product [CH2:13]([NH:20][CH2:9][CH2:8][CH:7]=[CH2:6])[C:14]1[CH:19]=[CH:18][CH:17]=[CH:16][CH:15]=1, predict the reactants needed to synthesize it. The reactants are: CS(O[CH2:6][CH2:7][CH:8]=[CH2:9])(=O)=O.C(#N)C.[CH2:13]([NH2:20])[C:14]1[CH:19]=[CH:18][CH:17]=[CH:16][CH:15]=1. (5) Given the product [ClH:37].[CH2:32]([S:34]([N:4]1[CH2:5][CH2:6][N:1]([C:7]2[C:16]3[C:11](=[CH:12][CH:13]=[CH:14][CH:15]=3)[CH:10]=[C:9]([C:17]3[CH:22]=[CH:21][C:20]([O:23][CH3:24])=[CH:19][CH:18]=3)[N:8]=2)[CH2:2][CH2:3]1)(=[O:36])=[O:35])[CH3:33], predict the reactants needed to synthesize it. The reactants are: [N:1]1([C:7]2[C:16]3[C:11](=[CH:12][CH:13]=[CH:14][CH:15]=3)[CH:10]=[C:9]([C:17]3[CH:22]=[CH:21][C:20]([O:23][CH3:24])=[CH:19][CH:18]=3)[N:8]=2)[CH2:6][CH2:5][NH:4][CH2:3][CH2:2]1.C(N(CC)CC)C.[C:32]([S:34]([Cl:37])(=[O:36])=[O:35])#[CH:33].